Dataset: Forward reaction prediction with 1.9M reactions from USPTO patents (1976-2016). Task: Predict the product of the given reaction. (1) Given the reactants [C:1]([O:5][C:6](=[O:17])[NH:7][C@H:8]([C:11](=[O:16])N(OC)C)[CH2:9][CH3:10])([CH3:4])([CH3:3])[CH3:2].[CH:18]1([Mg]Br)[CH2:20][CH2:19]1.O1CCCC1.[Cl-].[NH4+], predict the reaction product. The product is: [C:1]([O:5][C:6](=[O:17])[NH:7][C@H:8]([C:11]([CH:18]1[CH2:20][CH2:19]1)=[O:16])[CH2:9][CH3:10])([CH3:2])([CH3:3])[CH3:4]. (2) Given the reactants [Cl:1][C:2]1[N:10]=[C:9]2[C:5]([NH:6][CH:7]=[N:8]2)=[CH:4][N:3]=1.[O:11]1[CH:16]=[CH:15][CH2:14][CH2:13][CH2:12]1, predict the reaction product. The product is: [Cl:1][C:2]1[N:10]=[C:9]2[C:5]([N:6]([CH:12]3[CH2:13][CH2:14][CH2:15][CH2:16][O:11]3)[CH:7]=[N:8]2)=[CH:4][N:3]=1. (3) Given the reactants [C:1](OCC)(=[O:6])[CH2:2][C:3]([CH3:5])=[O:4].[F:10][C:11]([F:21])([F:20])[O:12][C:13]1[CH:19]=[CH:18][C:16]([NH2:17])=[CH:15][CH:14]=1, predict the reaction product. The product is: [O:4]=[C:3]([CH3:5])[CH2:2][C:1]([NH:17][C:16]1[CH:18]=[CH:19][C:13]([O:12][C:11]([F:20])([F:21])[F:10])=[CH:14][CH:15]=1)=[O:6]. (4) The product is: [CH:12]1([C:15]2[NH:10][C:7]3[CH:8]=[CH:9][C:4]([N+:1]([O-:3])=[O:2])=[CH:5][C:6]=3[N:11]=2)[CH2:14][CH2:13]1. Given the reactants [N+:1]([C:4]1[CH:9]=[CH:8][C:7]([NH2:10])=[C:6]([NH2:11])[CH:5]=1)([O-:3])=[O:2].[CH:12]1([C:15](O)=O)[CH2:14][CH2:13]1, predict the reaction product. (5) Given the reactants [F:1][C:2]1[CH:7]=[C:6](I)[CH:5]=[CH:4][C:3]=1[NH:9][C:10](=[O:12])[CH3:11].[Cu][C:14]#[N:15].O.C(O)C, predict the reaction product. The product is: [C:14]([C:6]1[CH:5]=[CH:4][C:3]([NH:9][C:10](=[O:12])[CH3:11])=[C:2]([F:1])[CH:7]=1)#[N:15]. (6) The product is: [F:1][C:2]1[CH:7]=[CH:6][C:5]([OH:8])=[CH:4][C:3]=1[N:9]1[CH2:14][CH2:13][CH:12]([O:15][C:16]2[CH:17]=[CH:18][C:19]([N:22]3[C@@H:26]([CH2:27][C:28]([OH:30])=[O:29])[C@H:25]([CH3:33])[C:24]([C:34]([F:35])([F:36])[F:37])=[N:23]3)=[CH:20][CH:21]=2)[CH2:11][CH2:10]1. Given the reactants [F:1][C:2]1[CH:7]=[CH:6][C:5]([OH:8])=[CH:4][C:3]=1[N:9]1[CH2:14][CH2:13][CH:12]([O:15][C:16]2[CH:21]=[CH:20][C:19]([N:22]3[C@@H:26]([CH2:27][C:28]([O:30]CC)=[O:29])[C@H:25]([CH3:33])[C:24]([C:34]([F:37])([F:36])[F:35])=[N:23]3)=[CH:18][CH:17]=2)[CH2:11][CH2:10]1.C(Cl)(=O)C.Cl.FC1C=CC(OC)=CC=1N1CCC(OC2C=CC(N3[C@@H](CC(O)=O)[C@H](C)C(C(F)(F)F)=N3)=CC=2)CC1.B(Br)(Br)Br, predict the reaction product. (7) Given the reactants [CH2:1]([C:8]1[N:12]([CH2:13][C:14]([O:16]C)=[O:15])[C:11]2[CH:18]=[CH:19][CH:20]=[CH:21][C:10]=2[N:9]=1)[C:2]1[CH:7]=[CH:6][CH:5]=[CH:4][CH:3]=1.[OH-].[Na+], predict the reaction product. The product is: [CH2:1]([C:8]1[N:12]([CH2:13][C:14]([OH:16])=[O:15])[C:11]2[CH:18]=[CH:19][CH:20]=[CH:21][C:10]=2[N:9]=1)[C:2]1[CH:3]=[CH:4][CH:5]=[CH:6][CH:7]=1. (8) Given the reactants Br[CH:2]([C:4]1[N:13]([CH3:14])[C:12](=[O:15])[C:11]2[C:6](=[CH:7][CH:8]=[C:9]([C:16]#[N:17])[CH:10]=2)[N:5]=1)[CH3:3].[CH3:18][O:19][C:20]1[CH:25]=[CH:24][C:23]([S:26]([N:29]2[CH2:34][CH2:33][NH:32][CH2:31][CH2:30]2)(=[O:28])=[O:27])=[CH:22][CH:21]=1, predict the reaction product. The product is: [CH3:18][O:19][C:20]1[CH:25]=[CH:24][C:23]([S:26]([N:29]2[CH2:34][CH2:33][N:32]([CH:2]([C:4]3[N:13]([CH3:14])[C:12](=[O:15])[C:11]4[C:6](=[CH:7][CH:8]=[C:9]([C:16]#[N:17])[CH:10]=4)[N:5]=3)[CH3:3])[CH2:31][CH2:30]2)(=[O:28])=[O:27])=[CH:22][CH:21]=1. (9) The product is: [CH3:19][O:20][C:21]1[CH:26]=[C:25]([C:2]2[CH:18]=[CH:17][C:5]([O:6][CH2:7][C:8]3[CH:9]=[C:10]([C:14]([OH:16])=[O:15])[O:11][C:12]=3[CH3:13])=[CH:4][CH:3]=2)[CH:24]=[CH:23][CH:22]=1. Given the reactants I[C:2]1[CH:18]=[CH:17][C:5]([O:6][CH2:7][C:8]2[CH:9]=[C:10]([C:14]([OH:16])=[O:15])[O:11][C:12]=2[CH3:13])=[CH:4][CH:3]=1.[CH3:19][O:20][C:21]1[CH:22]=[C:23](B(O)O)[CH:24]=[CH:25][CH:26]=1, predict the reaction product.